From a dataset of Full USPTO retrosynthesis dataset with 1.9M reactions from patents (1976-2016). Predict the reactants needed to synthesize the given product. (1) Given the product [S:49]([CH2:48][C:44]1[CH:43]=[C:42]([NH:39][C:12]([C:11]2[CH:10]=[N:9][N:8]3[C:3]([CH:2]([F:1])[F:25])=[CH:4][C:5]([C:15]4[CH:20]=[CH:19][C:18]([C:21]([F:22])([F:23])[F:24])=[CH:17][CH:16]=4)=[N:6][C:7]=23)=[O:14])[CH:47]=[CH:46][CH:45]=1)(=[O:51])(=[O:50])[NH2:35], predict the reactants needed to synthesize it. The reactants are: [F:1][CH:2]([F:25])[C:3]1[N:8]2[N:9]=[CH:10][C:11]([C:12]([OH:14])=O)=[C:7]2[N:6]=[C:5]([C:15]2[CH:20]=[CH:19][C:18]([C:21]([F:24])([F:23])[F:22])=[CH:17][CH:16]=2)[CH:4]=1.OCCS(C1C=C(C=CC=1)[NH2:35])(=O)=O.[N+:39]([C:42]1[CH:43]=[C:44]([CH2:48][S:49](Cl)(=[O:51])=[O:50])[CH:45]=[CH:46][CH:47]=1)([O-])=O. (2) Given the product [CH3:10][O:9][C:8]1[CH:7]=[C:6]([C:21]2[CH:22]=[C:23]3[C:27](=[CH:28][CH:29]=2)[C:26](=[O:30])[N:25]([C:31]2[CH:32]=[N:33][N:34]([CH2:36][C:37]#[N:38])[CH:35]=2)[CH2:24]3)[CH:5]=[N:4][C:3]=1[O:2][CH3:1], predict the reactants needed to synthesize it. The reactants are: [CH3:1][O:2][C:3]1[C:8]([O:9][CH3:10])=[CH:7][C:6](B2OC(C)(C)C(C)(C)O2)=[CH:5][N:4]=1.Br[C:21]1[CH:22]=[C:23]2[C:27](=[CH:28][CH:29]=1)[C:26](=[O:30])[N:25]([C:31]1[CH:32]=[N:33][N:34]([CH2:36][C:37]#[N:38])[CH:35]=1)[CH2:24]2.C(=O)([O-])[O-].[Cs+].[Cs+].CCOC(C)=O.O. (3) The reactants are: C1(CCN2C3C(=CC=CC=3)C(O)(C3C(O)=CC4OCOC=4C=3)C2=O)CC1.[C:27]1([CH:33]([C:55]2[CH:60]=[CH:59][CH:58]=[CH:57][CH:56]=2)[N:34]2[C:42]3[C:37](=[CH:38][CH:39]=[CH:40][CH:41]=3)[C:36](O)([C:43]3[C:44]([OH:52])=[CH:45][C:46]4[O:50][CH2:49][CH2:48][C:47]=4[CH:51]=3)[C:35]2=[O:54])[CH:32]=[CH:31][CH:30]=[CH:29][CH:28]=1. Given the product [C:55]1([CH:33]([C:27]2[CH:32]=[CH:31][CH:30]=[CH:29][CH:28]=2)[N:34]2[C:42]3[C:37](=[CH:38][CH:39]=[CH:40][CH:41]=3)[CH:36]([C:43]3[C:44]([OH:52])=[CH:45][C:46]4[O:50][CH2:49][CH2:48][C:47]=4[CH:51]=3)[C:35]2=[O:54])[CH:56]=[CH:57][CH:58]=[CH:59][CH:60]=1, predict the reactants needed to synthesize it. (4) Given the product [CH:25]1[C:26]2[N:14]([C:11]3[CH:12]=[CH:13][C:8]([C:5]4[CH:6]=[CH:7][C:2]([N:40]5[C:39]6[C:34](=[CH:35][CH:36]=[CH:37][CH:38]=6)[C:33]([C:27]6[CH:28]=[CH:29][CH:30]=[CH:31][CH:32]=6)([C:47]6[CH:48]=[CH:49][CH:50]=[CH:51][CH:52]=6)[C:46]6[CH:45]=[CH:44][CH:43]=[CH:42][C:41]5=6)=[CH:3][CH:4]=4)=[CH:9][CH:10]=3)[C:15]3[C:20](=[CH:19][CH:18]=[CH:17][CH:16]=3)[C:21]=2[CH:22]=[CH:23][CH:24]=1, predict the reactants needed to synthesize it. The reactants are: Br[C:2]1[CH:7]=[CH:6][C:5]([C:8]2[CH:13]=[CH:12][C:11]([N:14]3[C:26]4[CH:25]=[CH:24][CH:23]=[CH:22][C:21]=4[C:20]4[C:15]3=[CH:16][CH:17]=[CH:18][CH:19]=4)=[CH:10][CH:9]=2)=[CH:4][CH:3]=1.[C:27]1([C:33]2([C:47]3[CH:52]=[CH:51][CH:50]=[CH:49][CH:48]=3)[C:46]3[CH:45]=[CH:44][CH:43]=[CH:42][C:41]=3[NH:40][C:39]3[C:34]2=[CH:35][CH:36]=[CH:37][CH:38]=3)[CH:32]=[CH:31][CH:30]=[CH:29][CH:28]=1. (5) Given the product [CH3:32][NH:33][CH2:12][CH:13]1[CH2:17][C:16]2[CH:18]=[CH:19][CH:20]=[C:21]([C:22]3[CH:27]=[CH:26][C:25]([O:28][CH3:29])=[CH:24][C:23]=3[O:30][CH3:31])[C:15]=2[O:14]1, predict the reactants needed to synthesize it. The reactants are: CC1C=CC(S(O[CH2:12][CH:13]2[CH2:17][C:16]3[CH:18]=[CH:19][CH:20]=[C:21]([C:22]4[CH:27]=[CH:26][C:25]([O:28][CH3:29])=[CH:24][C:23]=4[O:30][CH3:31])[C:15]=3[O:14]2)(=O)=O)=CC=1.[CH3:32][NH2:33]. (6) Given the product [CH2:9]([N:6]1[CH:3]=[C:2]([C:1]([OH:5])=[O:4])[N:8]=[N:7]1)[CH2:10][CH2:11][CH2:12][CH2:13][CH2:14][CH2:15][CH2:16][CH2:17][CH2:18][CH2:19][CH3:20], predict the reactants needed to synthesize it. The reactants are: [C:1]([OH:5])(=[O:4])[C:2]#[CH:3].[N:6]([CH2:9][CH2:10][CH2:11][CH2:12][CH2:13][CH2:14][CH2:15][CH2:16][CH2:17][CH2:18][CH2:19][CH3:20])=[N+:7]=[N-:8]. (7) The reactants are: [OH-].[K+].[OH:3][CH2:4][C:5]([NH:8][C:9](=[O:15])[O:10][C:11]([CH3:14])([CH3:13])[CH3:12])([CH3:7])[CH3:6].[CH2:16]1COCC1. Given the product [CH3:16][O:3][CH2:4][C:5]([NH:8][C:9](=[O:15])[O:10][C:11]([CH3:14])([CH3:13])[CH3:12])([CH3:6])[CH3:7], predict the reactants needed to synthesize it. (8) Given the product [CH3:42][S:43]([O:1][CH2:2][CH2:3][CH2:4][CH2:5][CH2:6][CH2:7][CH2:8][CH2:9][CH2:10][CH:11]1[C:20]2[C:15](=[CH:16][C:17]([O:21][CH2:22][O:23][CH3:24])=[CH:18][CH:19]=2)[O:14][CH2:13][CH:12]1[C:25]1[CH:26]=[CH:27][C:28]([O:31][CH2:32][O:33][CH3:34])=[CH:29][CH:30]=1)(=[O:45])=[O:44], predict the reactants needed to synthesize it. The reactants are: [OH:1][CH2:2][CH2:3][CH2:4][CH2:5][CH2:6][CH2:7][CH2:8][CH2:9][CH2:10][CH:11]1[C:20]2[C:15](=[CH:16][C:17]([O:21][CH2:22][O:23][CH3:24])=[CH:18][CH:19]=2)[O:14][CH2:13][CH:12]1[C:25]1[CH:30]=[CH:29][C:28]([O:31][CH2:32][O:33][CH3:34])=[CH:27][CH:26]=1.C(N(CC)CC)C.[CH3:42][S:43](Cl)(=[O:45])=[O:44].O.